This data is from Reaction yield outcomes from USPTO patents with 853,638 reactions. The task is: Predict the reaction yield, written as a fraction of the theoretical maximum amount of product (1.0 means a 100% yield; for example, 0.34 means a 34% yield). (1) The reactants are [CH3:1][C:2]1([CH3:31])[CH2:7][O:6][C:5]([CH2:14][S:15][CH2:16][C:17]([N:19]2[C@@H:23]([C:24]3[CH:29]=[CH:28][CH:27]=[CH:26][CH:25]=3)[CH2:22][O:21][C:20]2=[O:30])=[O:18])([C:8]2[CH:13]=[CH:12][CH:11]=[CH:10][CH:9]=2)[O:4][CH2:3]1.[C:32]1([N:38]=[CH:39][C:40]2[CH:52]=[CH:51][C:43]([O:44][CH2:45][C:46]([O:48][CH2:49][CH3:50])=[O:47])=[CH:42][CH:41]=2)[CH:37]=[CH:36][CH:35]=[CH:34][CH:33]=1.C(N(C(C)C)C(C)C)C.[NH4+].[Cl-]. The catalyst is C(Cl)Cl.CC([O-])C.CC([O-])C.CC([O-])C.CC([O-])C.[Ti+4].Cl[Ti](Cl)(Cl)Cl.O.C(O)(C)C. The product is [NH:38]([C@@H:39]([C:40]1[CH:52]=[CH:51][C:43]([O:44][CH2:45][C:46]([O:48][CH2:49][CH3:50])=[O:47])=[CH:42][CH:41]=1)[C@@H:16]([S:15][CH2:14][C:5]1([C:8]2[CH:13]=[CH:12][CH:11]=[CH:10][CH:9]=2)[O:4][CH2:3][C:2]([CH3:31])([CH3:1])[CH2:7][O:6]1)[C:17](=[O:18])[N:19]1[C@@H:23]([C:24]2[CH:25]=[CH:26][CH:27]=[CH:28][CH:29]=2)[CH2:22][O:21][C:20]1=[O:30])[C:32]1[CH:33]=[CH:34][CH:35]=[CH:36][CH:37]=1. The yield is 0.430. (2) The reactants are [Cl:1][C:2]1[CH:7]=[C:6]([N+:8]([O-:10])=[O:9])[CH:5]=[CH:4][C:3]=1F.[Cl:12][C:13]1[CH:14]=[C:15]([OH:19])[CH:16]=[CH:17][CH:18]=1.C([O-])([O-])=O.[Cs+].[Cs+]. The catalyst is CN(C=O)C.C(#N)C. The product is [Cl:1][C:2]1[CH:7]=[C:6]([N+:8]([O-:10])=[O:9])[CH:5]=[CH:4][C:3]=1[O:19][C:15]1[CH:16]=[CH:17][CH:18]=[C:13]([Cl:12])[CH:14]=1. The yield is 1.00. (3) The reactants are [CH2:1]([O:3][C:4]1[CH:9]=[CH:8][C:7]([C:10]2[CH:11]=[C:12]3[C:16](=[CH:17][CH:18]=2)[C:15](=[O:19])[O:14][CH2:13]3)=[C:6]([OH:20])[C:5]=1[O:21][CH3:22])[CH3:2].C(=O)([O-])[O-].[K+].[K+].Br[CH2:30][C:31]1([CH3:35])[CH2:34][O:33][CH2:32]1. The catalyst is C(#N)C. The product is [CH2:1]([O:3][C:4]1[CH:9]=[CH:8][C:7]([C:10]2[CH:11]=[C:12]3[C:16](=[CH:17][CH:18]=2)[C:15](=[O:19])[O:14][CH2:13]3)=[C:6]([O:20][CH2:30][C:31]2([CH3:35])[CH2:34][O:33][CH2:32]2)[C:5]=1[O:21][CH3:22])[CH3:2]. The yield is 0.290. (4) The catalyst is CCCCCC.C(OCC)(=O)C. The yield is 0.490. The reactants are [CH:1]([C:4]1[CH:9]=[CH:8][C:7]([CH:10]2[C:14]3[C:15]([CH3:35])=[C:16]([NH:26][C:27](=[O:34])OCC(Cl)(Cl)Cl)[C:17]([CH3:25])=[C:18]([C:19]4[CH:24]=[CH:23][CH:22]=[CH:21][CH:20]=4)[C:13]=3[O:12][CH2:11]2)=[CH:6][CH:5]=1)([CH3:3])[CH3:2].[NH2:36][C:37]([CH3:41])([CH3:40])[CH2:38][OH:39]. The product is [OH:39][CH2:38][C:37]([NH:36][C:27]([NH:26][C:16]1[C:17]([CH3:25])=[C:18]([C:19]2[CH:24]=[CH:23][CH:22]=[CH:21][CH:20]=2)[C:13]2[O:12][CH2:11][CH:10]([C:7]3[CH:8]=[CH:9][C:4]([CH:1]([CH3:2])[CH3:3])=[CH:5][CH:6]=3)[C:14]=2[C:15]=1[CH3:35])=[O:34])([CH3:41])[CH3:40]. (5) The catalyst is C(#N)C. The reactants are [O:1]1[CH2:5][CH2:4][N:3]([C:6]([O:8][CH3:9])=[O:7])[S:2]1=[O:10].[OH2:11]. The yield is 0.750. The product is [O:1]1[CH2:5][CH2:4][N:3]([C:6]([O:8][CH3:9])=[O:7])[S:2]1(=[O:11])=[O:10]. (6) The reactants are [Cl:1][C:2]1[CH:7]=[CH:6][C:5]([OH:8])=[CH:4][C:3]=1[C:9]([F:12])([F:11])[F:10].F[C:14]1[CH:21]=[CH:20][C:19]([CH:22]=[O:23])=[CH:18][C:15]=1[C:16]#[N:17].C([O-])([O-])=O.[K+].[K+]. The catalyst is CN(C=O)C.CC(=O)OCC. The product is [Cl:1][C:2]1[CH:7]=[CH:6][C:5]([O:8][C:14]2[CH:21]=[CH:20][C:19]([CH:22]=[O:23])=[CH:18][C:15]=2[C:16]#[N:17])=[CH:4][C:3]=1[C:9]([F:10])([F:11])[F:12]. The yield is 0.960. (7) The reactants are [CH:1]1([C@@H:4]([NH:13][C@@H:14]([C:16]2[CH:21]=[CH:20][CH:19]=[CH:18][CH:17]=2)[CH3:15])[C:5]([OH:12])([CH2:9]C=C)[CH2:6][CH:7]=[CH2:8])[CH2:3][CH2:2]1. The catalyst is C1(C)C=CC=CC=1.Cl[Ru](=C1N(C2C(C)=CC(C)=CC=2C)CCN1C1C(C)=CC(C)=CC=1C)(Cl)(=CC1C=CC=CC=1)[P](C1CCCCC1)(C1CCCCC1)C1CCCCC1. The product is [CH:1]1([C@@H:4]([NH:13][C@@H:14]([C:16]2[CH:21]=[CH:20][CH:19]=[CH:18][CH:17]=2)[CH3:15])[C:5]2([OH:12])[CH2:6][CH:7]=[CH:8][CH2:9]2)[CH2:2][CH2:3]1. The yield is 0.400.